This data is from Forward reaction prediction with 1.9M reactions from USPTO patents (1976-2016). The task is: Predict the product of the given reaction. (1) The product is: [CH2:1]([O:5][C:6]1[CH:11]=[CH:10][C:9]([CH2:12][CH2:13][C:14]2[CH:15]=[CH:16][CH:17]=[CH:18][CH:19]=2)=[CH:8][C:7]=1[C:20]1[NH:24][N:23]=[CH:22][CH:21]=1)[CH:2]([CH3:4])[CH3:3]. Given the reactants [CH2:1]([O:5][C:6]1[CH:11]=[CH:10][C:9](/[CH:12]=[CH:13]/[C:14]2[CH:19]=[CH:18][CH:17]=[CH:16][CH:15]=2)=[CH:8][C:7]=1[C:20]1[NH:24][N:23]=[CH:22][CH:21]=1)[CH:2]([CH3:4])[CH3:3], predict the reaction product. (2) Given the reactants [H-].[Na+].[CH3:3][CH:4]([CH2:8][CH3:9])[CH:5]([OH:7])[CH3:6].Cl[C:11]1[CH:16]=[C:15](Cl)[N:14]=[CH:13][N:12]=1.[CH2:18]([OH:22])[C:19]#[C:20][CH3:21].[Cl-].[NH4+], predict the reaction product. The product is: [CH2:18]([O:22][C:11]1[CH:16]=[C:15]([O:7][CH:5]([CH3:6])[CH:4]([CH3:3])[CH2:8][CH3:9])[N:14]=[CH:13][N:12]=1)[C:19]#[C:20][CH3:21]. (3) The product is: [N:5]1[CH:6]=[CH:7][N:8]=[CH:9][C:4]=1[C:3]1[CH:12]=[C:11]([C:13]2[CH:14]=[N:15][CH:16]=[CH:17][CH:18]=2)[O:1][N:2]=1. Given the reactants [OH:1][N:2]=[C:3](Cl)[C:4]1[CH:9]=[N:8][CH:7]=[CH:6][N:5]=1.[C:11]([C:13]1[CH:14]=[N:15][CH:16]=[CH:17][CH:18]=1)#[CH:12].N, predict the reaction product. (4) Given the reactants [F:1][C:2]1[CH:7]=[CH:6][CH:5]=[CH:4][C:3]=1[C:8]1[NH:16][C:15]2[CH:14]=[N:13][CH:12]=[N:11][C:10]=2[C:9]=1I.[C:18]([Cu])#[N:19], predict the reaction product. The product is: [F:1][C:2]1[CH:7]=[CH:6][CH:5]=[CH:4][C:3]=1[C:8]1[NH:16][C:15]2[CH:14]=[N:13][CH:12]=[N:11][C:10]=2[C:9]=1[C:18]#[N:19]. (5) Given the reactants [NH2:1][C:2]1[CH:8]=[C:7]([O:9][CH3:10])[CH:6]=[CH:5][C:3]=1[NH2:4].C(N(CC)CC)C.[CH2:18]([O:20][C:21](=[O:29])[CH:22](Br)[C:23](OCC)=[O:24])[CH3:19].Cl, predict the reaction product. The product is: [CH2:18]([O:20][C:21]([C:22]1[C:23](=[O:24])[NH:1][C:2]2[C:3](=[CH:5][CH:6]=[C:7]([O:9][CH3:10])[CH:8]=2)[N:4]=1)=[O:29])[CH3:19]. (6) Given the reactants O=[C:2]([CH2:8][CH2:9][CH3:10])[CH2:3][C:4]([O:6][CH3:7])=[O:5].C([O-])(=O)C.[NH4+:15].C(O)(=O)C, predict the reaction product. The product is: [NH2:15][C:2]([CH2:8][CH2:9][CH3:10])=[CH:3][C:4]([O:6][CH3:7])=[O:5]. (7) Given the reactants [CH2:1]([O:3][C:4](=[O:15])[C:5]([CH3:14])=[CH:6][C:7]1[CH:12]=[CH:11][CH:10]=[CH:9][C:8]=1[Br:13])[CH3:2].[Br:16]N1C(=O)CCC1=O.C(N(CC)CC)C, predict the reaction product. The product is: [CH2:1]([O:3][C:4](=[O:15])[C:5]([CH3:14])=[C:6]([Br:16])[C:7]1[CH:12]=[CH:11][CH:10]=[CH:9][C:8]=1[Br:13])[CH3:2].